This data is from Full USPTO retrosynthesis dataset with 1.9M reactions from patents (1976-2016). The task is: Predict the reactants needed to synthesize the given product. (1) Given the product [Cl:2][C:3]1[C:4]([O:37][CH3:38])=[CH:5][CH:6]=[C:7]2[C:12]=1[N:11]=[C:10]([C:13]1[S:14][CH:15]=[C:16]([CH:18]([CH3:20])[CH3:19])[N:17]=1)[CH:9]=[C:8]2[O:21][C@@H:22]1[CH2:26][N:25]([C:39]([N:41]2[CH:45]=[CH:44][N:43]=[CH:42]2)=[O:40])[C@H:24]([C:27]([N:29]([CH2:31][CH2:32][CH2:33][CH2:34][CH:35]=[CH2:36])[CH3:30])=[O:28])[CH2:23]1, predict the reactants needed to synthesize it. The reactants are: Cl.[Cl:2][C:3]1[C:4]([O:37][CH3:38])=[CH:5][CH:6]=[C:7]2[C:12]=1[N:11]=[C:10]([C:13]1[S:14][CH:15]=[C:16]([CH:18]([CH3:20])[CH3:19])[N:17]=1)[CH:9]=[C:8]2[O:21][C@@H:22]1[CH2:26][NH:25][C@H:24]([C:27]([N:29]([CH2:31][CH2:32][CH2:33][CH2:34][CH:35]=[CH2:36])[CH3:30])=[O:28])[CH2:23]1.[C:39](N1C=CN=C1)([N:41]1[CH:45]=[CH:44][N:43]=[CH:42]1)=[O:40]. (2) Given the product [OH:26][C:25]1[C:20]([CH2:19][N:18]2[C:17]3[CH:28]=[C:29]([CH3:33])[CH:30]=[C:31]([CH3:32])[C:16]=3[N:15]=[C:14]2[NH:13][CH:10]2[CH2:9][CH2:8][N:7]([CH2:6][CH2:5][C:4]([NH2:37])=[O:34])[CH2:12][CH2:11]2)=[N:21][C:22]([CH3:27])=[CH:23][CH:24]=1, predict the reactants needed to synthesize it. The reactants are: C(O[C:4](=[O:34])[CH2:5][CH2:6][N:7]1[CH2:12][CH2:11][CH:10]([NH:13][C:14]2[N:18]([CH2:19][C:20]3[C:25]([OH:26])=[CH:24][CH:23]=[C:22]([CH3:27])[N:21]=3)[C:17]3[CH:28]=[C:29]([CH3:33])[CH:30]=[C:31]([CH3:32])[C:16]=3[N:15]=2)[CH2:9][CH2:8]1)C.CO.[NH3:37]. (3) Given the product [NH2:10][C@@H:8]([CH:5]1[CH2:6][CH2:7][CH:2]([OH:1])[CH2:3][CH2:4]1)[CH3:9], predict the reactants needed to synthesize it. The reactants are: [OH:1][CH:2]1[CH2:7][CH2:6][CH:5]([C@H:8]([NH:10]C(=O)OC(C)(C)C)[CH3:9])[CH2:4][CH2:3]1.CCOCC. (4) Given the product [NH2:1][C:2]1[CH:7]=[C:6]([O:9][C:10]2[CH:11]=[C:12]3[C:16](=[CH:17][CH:18]=2)[NH:15][CH:14]=[CH:13]3)[CH:5]=[CH:4][N:3]=1, predict the reactants needed to synthesize it. The reactants are: [NH2:1][C:2]1[CH:7]=[C:6](Cl)[CH:5]=[CH:4][N:3]=1.[OH:9][C:10]1[CH:11]=[C:12]2[C:16](=[CH:17][CH:18]=1)[NH:15][CH:14]=[CH:13]2.[H-].[Na+].CS(C)=O. (5) Given the product [CH3:6][CH:5]([CH3:7])[C@H:4]([NH:8][S:9]([C:12]1[CH:13]=[CH:14][C:15]([C:18]2[CH:23]=[CH:22][C:21]([NH:24][C:25]([C:27]3[O:28][C:29]4[CH:36]=[CH:35][CH:34]=[C:33]([N:37]5[CH2:42][CH2:41][O:40][CH2:39][CH2:38]5)[C:30]=4[C:31]=3[CH3:32])=[O:26])=[CH:20][CH:19]=2)=[CH:16][CH:17]=1)(=[O:11])=[O:10])[C:3]([OH:43])=[O:2], predict the reactants needed to synthesize it. The reactants are: C[O:2][C:3](=[O:43])[C@@H:4]([NH:8][S:9]([C:12]1[CH:17]=[CH:16][C:15]([C:18]2[CH:23]=[CH:22][C:21]([NH:24][C:25]([C:27]3[O:28][C:29]4[CH:36]=[CH:35][CH:34]=[C:33]([N:37]5[CH2:42][CH2:41][O:40][CH2:39][CH2:38]5)[C:30]=4[C:31]=3[CH3:32])=[O:26])=[CH:20][CH:19]=2)=[CH:14][CH:13]=1)(=[O:11])=[O:10])[CH:5]([CH3:7])[CH3:6].[Li+].[OH-]. (6) Given the product [C:1]1([CH3:26])[CH:6]=[CH:5][C:4]([N:7]2[CH:12]=[CH:11][C:10]([CH2:13][CH2:14][CH2:15][CH2:16][CH2:17][C:18]3[N:19]=[N:20][NH:21][CH:22]=3)=[C:9]([OH:23])[C:8]2=[S:25])=[CH:3][CH:2]=1, predict the reactants needed to synthesize it. The reactants are: [C:1]1([CH3:26])[CH:6]=[CH:5][C:4]([N:7]2[CH:12]=[CH:11][C:10]([CH2:13][CH2:14][CH2:15][CH2:16][CH2:17][C:18]3[N:19]=[N:20][NH:21][CH:22]=3)=[C:9]([O:23]C)[C:8]2=[S:25])=[CH:3][CH:2]=1.B(Br)(Br)Br. (7) The reactants are: Br[C:2]1[C:3]([N:23]2[CH2:27][CH2:26][C@H:25]([CH2:28][OH:29])[CH2:24]2)=[N:4][CH:5]=[C:6]([CH:22]=1)[C:7]([NH:9][C:10]1[CH:15]=[CH:14][C:13]([O:16][C:17]([F:20])([F:19])[F:18])=[C:12]([F:21])[CH:11]=1)=[O:8].O1CCCCC1[N:36]1[C:40](B2OC(C)(C)C(C)(C)O2)=[CH:39][CH:38]=[N:37]1. Given the product [F:21][C:12]1[CH:11]=[C:10]([NH:9][C:7](=[O:8])[C:6]2[CH:22]=[C:2]([C:38]3[NH:37][N:36]=[CH:40][CH:39]=3)[C:3]([N:23]3[CH2:27][CH2:26][C@H:25]([CH2:28][OH:29])[CH2:24]3)=[N:4][CH:5]=2)[CH:15]=[CH:14][C:13]=1[O:16][C:17]([F:20])([F:19])[F:18], predict the reactants needed to synthesize it.